Dataset: Reaction yield outcomes from USPTO patents with 853,638 reactions. Task: Predict the reaction yield, written as a fraction of the theoretical maximum amount of product (1.0 means a 100% yield; for example, 0.34 means a 34% yield). (1) The reactants are [CH2:1]([OH:5])[CH2:2][CH:3]=[CH2:4].[S:6](Cl)([C:9]1[CH:15]=[CH:14][C:12]([CH3:13])=[CH:11][CH:10]=1)(=[O:8])=[O:7]. The catalyst is N1C=CC=CC=1. The product is [CH2:1]([OH:5])[CH2:2][CH:3]=[CH2:4].[CH3:13][C:12]1[CH:14]=[CH:15][C:9]([S:6]([O-:5])(=[O:8])=[O:7])=[CH:10][CH:11]=1. The yield is 0.760. (2) The reactants are Br[C:2]1[C:3]([F:28])=[C:4]([N:8]2[CH:13]=[C:12]([O:14][CH3:15])[C:11](=[O:16])[C:10]([C:17]3[N:21]([C:22]4[CH:27]=[CH:26][CH:25]=[CH:24][CH:23]=4)[N:20]=[CH:19][CH:18]=3)=[N:9]2)[CH:5]=[CH:6][CH:7]=1.[NH:29]1[CH2:34][CH2:33][O:32][CH2:31][CH2:30]1.CC([O-])(C)C.[Na+].CC1(C)C2C(=C(P(C3C=CC=CC=3)C3C=CC=CC=3)C=CC=2)OC2C(P(C3C=CC=CC=3)C3C=CC=CC=3)=CC=CC1=2. The catalyst is O1CCOCC1.C([O-])(O)=O.[Na+].C1C=CC(/C=C/C(/C=C/C2C=CC=CC=2)=O)=CC=1.C1C=CC(/C=C/C(/C=C/C2C=CC=CC=2)=O)=CC=1.C1C=CC(/C=C/C(/C=C/C2C=CC=CC=2)=O)=CC=1.[Pd].[Pd]. The product is [F:28][C:3]1[C:2]([N:29]2[CH2:34][CH2:33][O:32][CH2:31][CH2:30]2)=[CH:7][CH:6]=[CH:5][C:4]=1[N:8]1[CH:13]=[C:12]([O:14][CH3:15])[C:11](=[O:16])[C:10]([C:17]2[N:21]([C:22]3[CH:27]=[CH:26][CH:25]=[CH:24][CH:23]=3)[N:20]=[CH:19][CH:18]=2)=[N:9]1. The yield is 0.590. (3) The reactants are [NH2:1][C:2]1[CH:7]=[CH:6][C:5]([NH:8][C:9](=[O:15])/[CH:10]=[CH:11]\[C:12]([O-:14])=[O:13])=[CH:4][CH:3]=1.[Na+:16].CO. The catalyst is O1CCCC1. The product is [CH3:12][OH:13].[NH2:1][C:2]1[CH:3]=[CH:4][C:5]([NH:8][C:9](=[O:15])/[CH:10]=[CH:11]\[C:12]([O-:14])=[O:13])=[CH:6][CH:7]=1.[Na+:16]. The yield is 0.845. (4) The reactants are Cl.[CH3:2][N:3]([CH3:13])[C:4]1[CH:5]=[C:6]([CH:10]=[CH:11][N:12]=1)[C:7]([OH:9])=O.Cl.[CH3:15][O:16][C:17]1[CH:22]=[CH:21][CH:20]=[CH:19][C:18]=1[CH:23]1[CH2:28][CH2:27][CH2:26][NH:25][CH2:24]1.C(N(CC)CC)C.CCCP(=O)=O. The catalyst is C(Cl)Cl.CCOC(C)=O. The product is [CH3:15][O:16][C:17]1[CH:22]=[CH:21][CH:20]=[CH:19][C:18]=1[CH:23]1[CH2:28][CH2:27][CH2:26][N:25]([C:7]([C:6]2[CH:10]=[CH:11][N:12]=[C:4]([N:3]([CH3:2])[CH3:13])[CH:5]=2)=[O:9])[CH2:24]1. The yield is 0.0600. (5) The catalyst is CN(C)C=O. The product is [Br:1][C:2]1[CH:10]=[CH:9][CH:8]=[C:7]2[C:3]=1[C:4](=[O:12])[C:5](=[O:11])[N:6]2[CH2:17][C:18]1[CH:23]=[CH:22][CH:21]=[CH:20][N:19]=1. The reactants are [Br:1][C:2]1[CH:10]=[CH:9][CH:8]=[C:7]2[C:3]=1[C:4](=[O:12])[C:5](=[O:11])[NH:6]2.[H-].[Na+].Br.Br[CH2:17][C:18]1[CH:23]=[CH:22][CH:21]=[CH:20][N:19]=1. The yield is 0.850. (6) The reactants are [CH3:1][C:2]([CH3:36])([CH3:35])[CH:3]([C:20]1[CH:34]=[CH:33][C:23]([C:24]([NH:26][CH2:27][CH2:28][C:29]([O:31]C)=[O:30])=[O:25])=[CH:22][CH:21]=1)[NH:4][C:5]1[CH:6]=[N:7][C:8]([N:11]2[CH:15]=[C:14]([C:16]([F:19])([F:18])[F:17])[CH:13]=[N:12]2)=[CH:9][CH:10]=1.C1COCC1.[OH-].[Na+]. The catalyst is CO. The product is [CH3:1][C:2]([CH3:36])([CH3:35])[CH:3]([C:20]1[CH:34]=[CH:33][C:23]([C:24]([NH:26][CH2:27][CH2:28][C:29]([OH:31])=[O:30])=[O:25])=[CH:22][CH:21]=1)[NH:4][C:5]1[CH:6]=[N:7][C:8]([N:11]2[CH:15]=[C:14]([C:16]([F:17])([F:18])[F:19])[CH:13]=[N:12]2)=[CH:9][CH:10]=1. The yield is 0.860. (7) The reactants are [C:1]([NH:6][C:7]1[NH:8][C:9](=[O:31])[C:10]2[N:11]=[CH:12][N:13]([C:29]=2[N:30]=1)[C@@H:14]1[O:28][C@H:18]([CH2:19][O:20][Si:21]([C:24]([CH3:27])([CH3:26])[CH3:25])([CH3:23])[CH3:22])[C@@H:16]([OH:17])[CH2:15]1)(=[O:5])[CH:2]([CH3:4])[CH3:3].C(O)(=O)C.C(OC(=O)C)(=O)C.C([O-])([O-])=O.[K+].[K+].[CH3:49][S:50]([CH3:52])=O. No catalyst specified. The product is [C:1]([NH:6][C:7]1[NH:8][C:9](=[O:31])[C:10]2[N:11]=[CH:12][N:13]([C:29]=2[N:30]=1)[C@@H:14]1[O:28][C@H:18]([CH2:19][O:20][Si:21]([C:24]([CH3:26])([CH3:25])[CH3:27])([CH3:23])[CH3:22])[C@@H:16]([O:17][CH2:49][S:50][CH3:52])[CH2:15]1)(=[O:5])[CH:2]([CH3:4])[CH3:3]. The yield is 0.690. (8) The reactants are C(Cl)(=O)C(Cl)=O.CS(C)=O.[OH:11][CH2:12][C:13]([NH:16][C:17]1[S:18][CH:19]=[C:20]([C:22]2[CH:29]=[CH:28][C:25]([C:26]#[N:27])=[CH:24][CH:23]=2)[N:21]=1)([CH3:15])[CH3:14].C(N(CC)CC)C. The catalyst is C(Cl)Cl.O1CCCC1. The product is [CH3:15][C:13]([NH:16][C:17]1[S:18][CH:19]=[C:20]([C:22]2[CH:23]=[CH:24][C:25]([C:26]#[N:27])=[CH:28][CH:29]=2)[N:21]=1)([CH3:14])[CH:12]=[O:11]. The yield is 0.610. (9) The product is [Cl:1][C:2]1[CH:3]=[C:4]2[C:8]([CH:11]=[C:12]([C:13]3[CH:18]=[CH:17][CH:16]=[CH:15][C:14]=3[Cl:19])[N+:6]([O-:7])=[CH:5]2)=[CH:9][N:10]=1. The yield is 0.800. The catalyst is C(Cl)(Cl)Cl.[N+]([O-])([O-])=O.[Ag+]. The reactants are [Cl:1][C:2]1[CH:3]=[C:4]([C:8]([C:11]#[C:12][C:13]2[CH:18]=[CH:17][CH:16]=[CH:15][C:14]=2[Cl:19])=[CH:9][N:10]=1)[CH:5]=[N:6][OH:7].